The task is: Predict the product of the given reaction.. This data is from Forward reaction prediction with 1.9M reactions from USPTO patents (1976-2016). Given the reactants [CH2:1]([N+:7]([O-])=O)[CH2:2][CH2:3][CH2:4][CH2:5]C.C[CH2:11][O:12]C(C)=O.C[OH:17].N, predict the reaction product. The product is: [OH:12][CH2:11][C:3]1([OH:17])[CH2:2][CH2:1][NH:7][CH2:5][CH2:4]1.